Dataset: Catalyst prediction with 721,799 reactions and 888 catalyst types from USPTO. Task: Predict which catalyst facilitates the given reaction. Reactant: C(OC([N:8]1[CH2:13][CH2:12][CH:11]([O:14][CH2:15][C:16]2[C:17]([C:24]3[C:29]([Cl:30])=[CH:28][CH:27]=[CH:26][C:25]=3[Cl:31])=[N:18][O:19][C:20]=2[CH:21]2[CH2:23][CH2:22]2)[CH2:10][CH2:9]1)=O)(C)(C)C.FC(F)(F)C(O)=O. Product: [CH:21]1([C:20]2[O:19][N:18]=[C:17]([C:24]3[C:25]([Cl:31])=[CH:26][CH:27]=[CH:28][C:29]=3[Cl:30])[C:16]=2[CH2:15][O:14][CH:11]2[CH2:12][CH2:13][NH:8][CH2:9][CH2:10]2)[CH2:22][CH2:23]1. The catalyst class is: 4.